Predict which catalyst facilitates the given reaction. From a dataset of Catalyst prediction with 721,799 reactions and 888 catalyst types from USPTO. Product: [CH2:4]([O:6][C:7](=[N:9][O:10][C:11]1[CH:16]=[CH:15][C:14]([C:17]([OH:19])=[O:18])=[CH:13][CH:12]=1)[CH3:8])[CH3:5]. Reactant: O[Li].O.[CH2:4]([O:6][C:7](=[N:9][O:10][C:11]1[CH:16]=[CH:15][C:14]([C:17]([O:19]CC2C=CC=CC=2)=[O:18])=[CH:13][CH:12]=1)[CH3:8])[CH3:5].C1COCC1.CO.O. The catalyst class is: 6.